Dataset: Catalyst prediction with 721,799 reactions and 888 catalyst types from USPTO. Task: Predict which catalyst facilitates the given reaction. (1) Reactant: [CH:1]1([N:7]2[C:11](=[O:12])[C:10]([NH:13][C:14]([C:16]3[C:20]([CH3:21])=[C:19]([C:22]4[CH2:27][CH2:26][C:25]([CH3:29])([CH3:28])[CH2:24][CH:23]=4)[O:18][N:17]=3)=[O:15])=[C:9]([CH3:30])[N:8]2[CH3:31])[CH2:6][CH2:5][CH2:4][CH2:3][CH2:2]1. Product: [CH:1]1([N:7]2[C:11](=[O:12])[C:10]([NH:13][C:14]([C:16]3[C:20]([CH3:21])=[C:19]([CH:22]4[CH2:23][CH2:24][C:25]([CH3:28])([CH3:29])[CH2:26][CH2:27]4)[O:18][N:17]=3)=[O:15])=[C:9]([CH3:30])[N:8]2[CH3:31])[CH2:6][CH2:5][CH2:4][CH2:3][CH2:2]1. The catalyst class is: 29. (2) Reactant: [NH:1]1[CH:5]=[CH:4][C:3]([CH2:6][C:7]#[N:8])=[N:2]1.[Cl:9][C:10]1[CH:21]=[CH:20][CH:19]=[CH:18][C:11]=1[CH:12]=[C:13]([C:16]#[N:17])[C:14]#[N:15].N1CCCCC1. Product: [NH2:17][C:16]1[N:2]2[N:1]=[CH:5][CH:4]=[C:3]2[C:6]([C:7]#[N:8])=[C:12]([C:11]2[CH:18]=[CH:19][CH:20]=[CH:21][C:10]=2[Cl:9])[C:13]=1[C:14]#[N:15]. The catalyst class is: 14. (3) Reactant: [CH3:1][S:2]([NH:5][CH2:6][C:7]1[CH:16]=[CH:15][C:10]([C:11]([O:13]C)=[O:12])=[CH:9][CH:8]=1)(=[O:4])=[O:3].Cl.[Cl:18][CH2:19][CH2:20][N:21]1[CH2:26][CH2:25][O:24][CH2:23][CH2:22]1.C([O-])([O-])=O.[K+].[K+].Cl. Product: [Cl-:18].[C:11]([C:10]1[CH:15]=[CH:16][C:7]([CH2:6][N:5]([CH2:19][CH2:20][NH+:21]2[CH2:26][CH2:25][O:24][CH2:23][CH2:22]2)[S:2]([CH3:1])(=[O:4])=[O:3])=[CH:8][CH:9]=1)([OH:13])=[O:12]. The catalyst class is: 23. (4) Product: [C:7]([O:11][C:12](=[O:21])[NH:13][C@H:14]([CH3:15])[CH2:16][N:17]([CH3:18])[CH3:19])([CH3:10])([CH3:9])[CH3:8]. Reactant: [H-].[Al+3].[Li+].[H-].[H-].[H-].[C:7]([O:11][C:12](=[O:21])[NH:13][C@@H:14]([C:16](=O)[N:17]([CH3:19])[CH3:18])[CH3:15])([CH3:10])([CH3:9])[CH3:8]. The catalyst class is: 28. (5) Reactant: [CH2:1]([OH:8])[C:2]1[CH:7]=[CH:6][CH:5]=[CH:4][CH:3]=1.[H-].[Na+].[Br:11][C:12]1[CH:13]=[C:14](Br)[C:15]2[N:16]([C:18]([CH3:22])=[C:19]([CH3:21])[N:20]=2)[CH:17]=1. Product: [CH2:1]([O:8][C:14]1[C:15]2[N:16]([C:18]([CH3:22])=[C:19]([CH3:21])[N:20]=2)[CH:17]=[C:12]([Br:11])[CH:13]=1)[C:2]1[CH:7]=[CH:6][CH:5]=[CH:4][CH:3]=1. The catalyst class is: 9.